This data is from Full USPTO retrosynthesis dataset with 1.9M reactions from patents (1976-2016). The task is: Predict the reactants needed to synthesize the given product. Given the product [CH2:52]([O:51][C:49]([C:47]1[N:48]=[C:44]([C:39]2[CH:40]=[CH:41][CH:42]=[CH:43][C:38]=2[NH:37][C:26]([O:1][CH2:2][CH:3]2[CH2:8][CH2:7][N:6]([C:9]([O:11][C:12]([CH3:15])([CH3:14])[CH3:13])=[O:10])[CH2:5][CH2:4]2)=[O:28])[S:45][CH:46]=1)=[O:50])[CH3:53], predict the reactants needed to synthesize it. The reactants are: [OH:1][CH2:2][CH:3]1[CH2:8][CH2:7][N:6]([C:9]([O:11][C:12]([CH3:15])([CH3:14])[CH3:13])=[O:10])[CH2:5][CH2:4]1.C(N(C(C)C)CC)(C)C.Cl[C:26](Cl)([O:28]C(=O)OC(Cl)(Cl)Cl)Cl.[NH2:37][C:38]1[CH:43]=[CH:42][CH:41]=[CH:40][C:39]=1[C:44]1[S:45][CH:46]=[C:47]([C:49]([O:51][CH2:52][CH3:53])=[O:50])[N:48]=1.